From a dataset of Full USPTO retrosynthesis dataset with 1.9M reactions from patents (1976-2016). Predict the reactants needed to synthesize the given product. The reactants are: C[O:2][C:3](=[O:36])[C:4]1[CH:9]=[CH:8][C:7]([CH2:10][N:11]([S:27]([C:30]2[CH:35]=[CH:34][CH:33]=[CH:32][CH:31]=2)(=[O:29])=[O:28])[CH2:12][C:13]2[CH:18]=[CH:17][C:16]([C:19]([F:25])([F:24])[P:20]([OH:23])([OH:22])=[O:21])=[C:15]([Br:26])[CH:14]=2)=[CH:6][CH:5]=1.[OH-].[Na+]. Given the product [C:30]1([S:27]([N:11]([CH2:10][C:7]2[CH:6]=[CH:5][C:4]([C:3]([OH:36])=[O:2])=[CH:9][CH:8]=2)[CH2:12][C:13]2[CH:18]=[CH:17][C:16]([C:19]([F:24])([F:25])[P:20]([OH:22])([OH:23])=[O:21])=[C:15]([Br:26])[CH:14]=2)(=[O:28])=[O:29])[CH:31]=[CH:32][CH:33]=[CH:34][CH:35]=1, predict the reactants needed to synthesize it.